Task: Predict the product of the given reaction.. Dataset: Forward reaction prediction with 1.9M reactions from USPTO patents (1976-2016) (1) Given the reactants [CH2:1]([C@H:8]([NH:21][C:22]([C@@H:24]([NH:34][C:35]([C@@H:37]([NH:39][C:40]([C:42]1[N:50]([CH3:51])[C:49]2[C:44](=[N:45][CH:46]=[CH:47][CH:48]=2)[CH:43]=1)=[O:41])[CH3:38])=[O:36])[CH2:25][C:26]1[CH:31]=[CH:30][C:29]([O:32][CH3:33])=[CH:28][CH:27]=1)=[O:23])[CH:9]([C:11](=[O:20])[NH:12][CH2:13][C:14]1[CH:19]=[CH:18][CH:17]=[CH:16][CH:15]=1)[OH:10])[C:2]1[CH:7]=[CH:6][CH:5]=[CH:4][CH:3]=1.CC(OI1(OC(C)=O)(OC(C)=O)OC(=O)C2C=CC=CC1=2)=O, predict the reaction product. The product is: [CH2:1]([C@H:8]([NH:21][C:22]([C@@H:24]([NH:34][C:35]([C@@H:37]([NH:39][C:40]([C:42]1[N:50]([CH3:51])[C:49]2[C:44](=[N:45][CH:46]=[CH:47][CH:48]=2)[CH:43]=1)=[O:41])[CH3:38])=[O:36])[CH2:25][C:26]1[CH:31]=[CH:30][C:29]([O:32][CH3:33])=[CH:28][CH:27]=1)=[O:23])[C:9]([C:11](=[O:20])[NH:12][CH2:13][C:14]1[CH:15]=[CH:16][CH:17]=[CH:18][CH:19]=1)=[O:10])[C:2]1[CH:7]=[CH:6][CH:5]=[CH:4][CH:3]=1. (2) Given the reactants Cl.Cl.[NH:3]1[CH2:8][CH2:7][CH:6](/[CH:9]=[C:10]2/[C:11]([NH:16][CH2:17][C:18]#[CH:19])=[N:12][C:13](=[O:15])[S:14]/2)[CH2:5][CH2:4]1.C(=O)([O-])[O-].[K+].[K+].Br[CH2:27][C:28]1[CH:33]=[C:32]([C:34]([F:37])([F:36])[F:35])[CH:31]=[C:30]([C:38]([F:41])([F:40])[F:39])[CH:29]=1.O, predict the reaction product. The product is: [F:35][C:34]([F:36])([F:37])[C:32]1[CH:33]=[C:28]([CH:29]=[C:30]([C:38]([F:41])([F:39])[F:40])[CH:31]=1)[CH2:27][N:3]1[CH2:8][CH2:7][CH:6]([CH:9]=[C:10]2[S:14][C:13](=[O:15])[N:12]=[C:11]2[NH:16][CH2:17][C:18]#[CH:19])[CH2:5][CH2:4]1. (3) Given the reactants C[O:2][C:3]1[CH:4]=[C:5]([NH:11][CH2:12][CH2:13][CH3:14])[CH:6]=[CH:7][C:8]=1[O:9]C.B(Br)(Br)Br.C[Si](I)(C)C.[S-]CC.[Na+].[S-]C1C=CC=CC=1.[K+].[C-]#N.[Na+].Br, predict the reaction product. The product is: [OH:2][C:3]1[CH:4]=[C:5]([NH:11][CH2:12][CH2:13][CH3:14])[CH:6]=[CH:7][C:8]=1[OH:9]. (4) The product is: [F:12][C:3]1[CH:4]=[C:5]([CH:10]=[CH:11][C:2]=1[N:15]1[C@H:14]([CH3:13])[CH2:18][O:17][C:16]1=[O:19])[C:6]([O:8][CH3:9])=[O:7]. Given the reactants Br[C:2]1[CH:11]=[CH:10][C:5]([C:6]([O:8][CH3:9])=[O:7])=[CH:4][C:3]=1[F:12].[CH3:13][C@@H:14]1[CH2:18][O:17][C:16](=[O:19])[NH:15]1, predict the reaction product. (5) Given the reactants I[C:2]1[CH:7]=[CH:6][CH:5]=[CH:4][C:3]=1[NH:8][C:9](=O)[C:10]1[CH:15]=[C:14]([O:16][CH3:17])[CH:13]=[CH:12][C:11]=1[O:18][CH3:19].[I-].[NH:22]1CCC[C@H]1C(O)=O.[OH-].[Na+].N, predict the reaction product. The product is: [CH3:19][O:18][C:11]1[CH:12]=[CH:13][C:14]([O:16][CH3:17])=[CH:15][C:10]=1[C:9]1[NH:8][C:3]2[CH:4]=[CH:5][CH:6]=[CH:7][C:2]=2[N:22]=1. (6) Given the reactants Cl.Cl.[C:3]([C:5]1([NH:12][C:13]([CH:15]([NH2:21])[CH2:16][C:17]([CH3:20])([CH3:19])[CH3:18])=[O:14])[CH2:10][CH2:9][N:8]([CH3:11])[CH2:7][CH2:6]1)#[N:4].CN1CCOCC1.[N:29]1([C:35](Cl)=[O:36])[CH2:34][CH2:33][O:32][CH2:31][CH2:30]1, predict the reaction product. The product is: [C:3]([C:5]1([NH:12][C:13]([CH:15]([NH:21][C:35]([N:29]2[CH2:34][CH2:33][O:32][CH2:31][CH2:30]2)=[O:36])[CH2:16][C:17]([CH3:18])([CH3:20])[CH3:19])=[O:14])[CH2:6][CH2:7][N:8]([CH3:11])[CH2:9][CH2:10]1)#[N:4]. (7) Given the reactants [Cl:1][C:2]1[CH:7]=[C:6]([F:8])[CH:5]=[CH:4][C:3]=1[N:9]1[C:17](=[O:18])[C:16]2[C@H:15]3[C:19]([CH3:21])([CH3:20])[C@:12]([CH3:22])([CH2:13][CH2:14]3)[C:11]=2[NH:10]1.[F:23][C:24]1[CH:31]=[CH:30][C:27]([CH2:28]Br)=[CH:26][CH:25]=1, predict the reaction product. The product is: [Cl:1][C:2]1[CH:7]=[C:6]([F:8])[CH:5]=[CH:4][C:3]=1[N:9]1[C:17](=[O:18])[C:16]2[C@H:15]3[C:19]([CH3:21])([CH3:20])[C@:12]([CH3:22])([CH2:13][CH2:14]3)[C:11]=2[N:10]1[CH2:28][C:27]1[CH:30]=[CH:31][C:24]([F:23])=[CH:25][CH:26]=1. (8) The product is: [CH:33]1([C:13]2[C:14]([NH:18][C:19](=[O:32])[CH2:20][C:21]3[CH:26]=[CH:25][C:24]([C:27]([F:28])([F:30])[F:29])=[C:23]([F:31])[CH:22]=3)=[C:15]3[C:10](=[CH:11][CH:12]=2)[C:9](=[O:36])[N:8]([C@H:6]([CH3:7])[CH2:5][OH:4])[CH:17]=[CH:16]3)[CH2:35][CH2:34]1. Given the reactants C([O:4][CH2:5][C@H:6]([N:8]1[CH:17]=[CH:16][C:15]2[C:10](=[CH:11][CH:12]=[C:13]([CH:33]3[CH2:35][CH2:34]3)[C:14]=2[NH:18][C:19](=[O:32])[CH2:20][C:21]2[CH:26]=[CH:25][C:24]([C:27]([F:30])([F:29])[F:28])=[C:23]([F:31])[CH:22]=2)[C:9]1=[O:36])[CH3:7])(=O)C.C(=O)([O-])[O-].[K+].[K+].CO, predict the reaction product. (9) The product is: [Br:1][C:15]1[CH:14]=[CH:13][C:12]2[NH:11][C:10](=[O:9])[C:19]3[NH:20][CH:21]=[CH:22][C:18]=3[C:17]=2[CH:16]=1.[CH2:23]([C:25]([O-:27])=[O:26])[CH3:24]. Given the reactants [Br:1]N1C(=O)CCC1=O.[O:9]=[C:10]1[C:19]2[NH:20][CH:21]=[CH:22][C:18]=2[C:17]2[CH:16]=[CH:15][CH:14]=[CH:13][C:12]=2[NH:11]1.[CH2:23]([C:25]([O-:27])=[O:26])[CH3:24], predict the reaction product.